Dataset: Full USPTO retrosynthesis dataset with 1.9M reactions from patents (1976-2016). Task: Predict the reactants needed to synthesize the given product. (1) Given the product [CH3:10][C:11]1[N:12]([C:17]2[N:22]=[CH:21][C:20]([C:23](=[O:25])/[CH:24]=[CH:4]/[C:3]3[CH:6]=[CH:7][CH:8]=[CH:9][C:2]=3[OH:1])=[CH:19][CH:18]=2)[C:13]([CH3:16])=[CH:14][CH:15]=1, predict the reactants needed to synthesize it. The reactants are: [OH:1][C:2]1[CH:9]=[CH:8][CH:7]=[CH:6][C:3]=1[CH:4]=O.[CH3:10][C:11]1[N:12]([C:17]2[N:22]=[CH:21][C:20]([C:23](=[O:25])[CH3:24])=[CH:19][CH:18]=2)[C:13]([CH3:16])=[CH:14][CH:15]=1.Cl. (2) Given the product [C:6]([O:12][C:11](=[O:13])[C:9]1[CH:8]=[CH:7][C:6]([CH2:14][C:15]#[N:16])=[C:5]([Cl:4])[CH:10]=1)([CH3:14])([CH3:7])[CH3:5], predict the reactants needed to synthesize it. The reactants are: [C-]#N.[Na+].[Cl:4][C:5]1[CH:10]=[C:9]([C:11]([OH:13])=[O:12])[CH:8]=[CH:7][C:6]=1[CH2:14][C:15]#[N:16].NC(=N)O. (3) Given the product [Cl:1][C:2]1[CH:3]=[CH:4][C:5]([CH2:6][C:7]2[NH:15][C:14]3[C:9](=[N:10][CH:11]=[CH:12][C:13]=3[C:16]([NH:22][CH3:21])=[O:18])[CH:8]=2)=[CH:19][CH:20]=1, predict the reactants needed to synthesize it. The reactants are: [Cl:1][C:2]1[CH:20]=[CH:19][C:5]([CH2:6][C:7]2[NH:15][C:14]3[C:9](=[N:10][CH:11]=[CH:12][C:13]=3[C:16]([OH:18])=O)[CH:8]=2)=[CH:4][CH:3]=1.[CH3:21][N:22](C(ON1N=NC2C=CC=NC1=2)=[N+](C)C)C.F[P-](F)(F)(F)(F)F.CCN(C(C)C)C(C)C.CN.Cl. (4) Given the product [Br:1][C:2]1[C:3]2[S:14][N:6]=[CH:5][C:4]=2[CH:8]=[C:9]([N+:11]([O-:13])=[O:12])[CH:10]=1, predict the reactants needed to synthesize it. The reactants are: [Br:1][C:2]1[C:3]([S:14]C(C)(C)C)=[C:4]([CH:8]=[C:9]([N+:11]([O-:13])=[O:12])[CH:10]=1)[CH:5]=[N:6]O.C1(C)C=CC(S(O)(=O)=O)=CC=1. (5) Given the product [O:24]=[C:25]([C:18]1([CH:19]=[O:22])[CH2:17][CH2:16][CH2:15]1)[CH2:26][CH3:27], predict the reactants needed to synthesize it. The reactants are: [F-].[CH2:15]([N+]([CH2:15][CH2:16][CH2:17][CH3:18])([CH2:15][CH2:16][CH2:17][CH3:18])[CH2:15][CH2:16][CH2:17][CH3:18])[CH2:16][CH2:17][CH3:18].[C:19](=[O:22])(O)[O-].[Na+].[O:24]1C[CH2:27][CH2:26][CH2:25]1. (6) Given the product [F:1][C:2]1[CH:3]=[CH:4][C:5]([N+:16]([O-:18])=[O:17])=[C:6]([CH:15]=1)[CH2:7][N:8]([CH2:9][C:10]([O:12][CH2:13][CH3:14])=[O:11])[C:24](=[O:25])[C:23]1[CH:27]=[CH:28][C:20]([Cl:19])=[CH:21][CH:22]=1, predict the reactants needed to synthesize it. The reactants are: [F:1][C:2]1[CH:3]=[CH:4][C:5]([N+:16]([O-:18])=[O:17])=[C:6]([CH:15]=1)[CH2:7][NH:8][CH2:9][C:10]([O:12][CH2:13][CH3:14])=[O:11].[Cl:19][C:20]1[CH:28]=[CH:27][C:23]([C:24](Cl)=[O:25])=[CH:22][CH:21]=1.C(N(CC)CC)C. (7) Given the product [C:19]([C:18]1[CH:17]=[C:16]([CH:23]=[CH:22][CH:21]=1)[NH:15][C:2]1[CH:7]=[C:6]([CH3:8])[N:5]=[C:4]([C:9]2[CH:14]=[CH:13][CH:12]=[CH:11][N:10]=2)[N:3]=1)#[N:20], predict the reactants needed to synthesize it. The reactants are: Cl[C:2]1[CH:7]=[C:6]([CH3:8])[N:5]=[C:4]([C:9]2[CH:14]=[CH:13][CH:12]=[CH:11][N:10]=2)[N:3]=1.[NH2:15][C:16]1[CH:17]=[C:18]([CH:21]=[CH:22][CH:23]=1)[C:19]#[N:20].